Dataset: Catalyst prediction with 721,799 reactions and 888 catalyst types from USPTO. Task: Predict which catalyst facilitates the given reaction. (1) Reactant: [Si]([O:8][C:9]1[C:10](=[O:15])[NH:11][CH:12]=[CH:13][CH:14]=1)(C(C)(C)C)(C)C.[Li]CCCC.[C:21]1([CH3:31])[CH:26]=[CH:25][C:24]([S:27](Cl)(=[O:29])=[O:28])=[CH:23][CH:22]=1. Product: [OH:8][C:9]1[C:10](=[O:15])[N:11]([S:27]([C:24]2[CH:25]=[CH:26][C:21]([CH3:31])=[CH:22][CH:23]=2)(=[O:29])=[O:28])[CH:12]=[CH:13][CH:14]=1. The catalyst class is: 1. (2) Reactant: Cl.[CH3:2][O:3][C:4]([C@@H:6]1[CH2:10][CH2:9][CH2:8][C@@H:7]1[NH2:11])=[O:5].[F:12][C:13]1[CH:20]=[CH:19][C:16]([CH:17]=O)=[CH:15][C:14]=1[Cl:21].C(O)(=O)C.[BH4-].[Na+]. Product: [CH3:2][O:3][C:4]([C@@H:6]1[CH2:10][CH2:9][CH2:8][C@@H:7]1[NH:11][CH2:17][C:16]1[CH:19]=[CH:20][C:13]([F:12])=[C:14]([Cl:21])[CH:15]=1)=[O:5]. The catalyst class is: 5.